Dataset: Forward reaction prediction with 1.9M reactions from USPTO patents (1976-2016). Task: Predict the product of the given reaction. Given the reactants [CH3:1][O:2][C:3](=[O:39])[CH2:4][CH2:5][CH2:6][CH2:7][CH2:8][CH2:9][CH2:10][C:11](=[O:38])[NH:12][C:13]1[CH:18]=[CH:17][CH:16]=[CH:15][C:14]=1[S:19](=[O:37])(=[O:36])[NH:20][C:21]([C@@:23]1([NH:28]C(OC(C)(C)C)=O)[CH2:25][C@H:24]1[CH:26]=[CH2:27])=[O:22].Cl, predict the reaction product. The product is: [CH3:1][O:2][C:3](=[O:39])[CH2:4][CH2:5][CH2:6][CH2:7][CH2:8][CH2:9][CH2:10][C:11](=[O:38])[NH:12][C:13]1[CH:18]=[CH:17][CH:16]=[CH:15][C:14]=1[S:19](=[O:37])(=[O:36])[NH:20][C:21]([C@@:23]1([NH2:28])[CH2:25][C@H:24]1[CH:26]=[CH2:27])=[O:22].